The task is: Predict the reaction yield, written as a fraction of the theoretical maximum amount of product (1.0 means a 100% yield; for example, 0.34 means a 34% yield).. This data is from Reaction yield outcomes from USPTO patents with 853,638 reactions. (1) The reactants are [NH2:1][CH2:2][C:3]1[C:4]([C:25]2[CH:30]=[CH:29][CH:28]=[CH:27][CH:26]=2)=[N:5][C:6]2[C:11]([C:12]=1[C:13]([NH:15][C@H:16]([C:19]1[CH:24]=[CH:23][CH:22]=[CH:21][CH:20]=1)[CH2:17][CH3:18])=[O:14])=[CH:10][CH:9]=[CH:8][CH:7]=2.C(N(CC)CC)C.[CH3:38][S:39](Cl)(=[O:41])=[O:40]. The catalyst is C(Cl)Cl. The product is [C:19]1([C@@H:16]([NH:15][C:13]([C:12]2[C:11]3[C:6](=[CH:7][CH:8]=[CH:9][CH:10]=3)[N:5]=[C:4]([C:25]3[CH:26]=[CH:27][CH:28]=[CH:29][CH:30]=3)[C:3]=2[CH2:2][NH:1][S:39]([CH3:38])(=[O:41])=[O:40])=[O:14])[CH2:17][CH3:18])[CH:20]=[CH:21][CH:22]=[CH:23][CH:24]=1. The yield is 0.420. (2) The reactants are C([N-]C(C)C)(C)C.[Li+].[Cl:9][C:10]1[C:15]([F:16])=[CH:14][CH:13]=[CH:12][N:11]=1.[I:17]I. The catalyst is O1CCCC1. The product is [Cl:9][C:10]1[C:15]([F:16])=[C:14]([I:17])[CH:13]=[CH:12][N:11]=1. The yield is 1.00. (3) The reactants are [CH:1]([O:4][C:5]1[CH:10]=[CH:9][C:8]([C:11]([N:13]2[CH2:18][CH2:17][C:16]3([O:23][CH:22]([CH2:24][O:25][CH3:26])[CH2:21][NH:20][CH2:19]3)[CH2:15][CH2:14]2)=[O:12])=[CH:7][C:6]=1[CH3:27])([CH3:3])[CH3:2].[C:28]1(=O)[CH2:31][CH2:30][CH2:29]1.C(O)(=O)C.[BH-](OC(C)=O)(OC(C)=O)OC(C)=O.[Na+]. The catalyst is ClC(Cl)C.CC(OC)(C)C. The product is [CH:28]1([N:20]2[CH2:19][C:16]3([CH2:15][CH2:14][N:13]([C:11]([C:8]4[CH:9]=[CH:10][C:5]([O:4][CH:1]([CH3:3])[CH3:2])=[C:6]([CH3:27])[CH:7]=4)=[O:12])[CH2:18][CH2:17]3)[O:23][CH:22]([CH2:24][O:25][CH3:26])[CH2:21]2)[CH2:31][CH2:30][CH2:29]1. The yield is 0.840. (4) The product is [F:20][C:17]1[CH:18]=[CH:19][C:14]([C:8]2[C:7]3[C:11](=[CH:12][CH:13]=[C:5]([C:3]4[NH:30][C:25]([NH2:24])=[N:1][N:2]=4)[CH:6]=3)[NH:10][N:9]=2)=[CH:15][CH:16]=1. The yield is 0.0460. The catalyst is O.C(O)CCC. The reactants are [NH2:1][NH:2][C:3]([C:5]1[CH:6]=[C:7]2[C:11](=[CH:12][CH:13]=1)[NH:10][N:9]=[C:8]2[C:14]1[CH:19]=[CH:18][C:17]([F:20])=[CH:16][CH:15]=1)=O.CC1C=[C:25](C)[NH:24]N=1.C([N:30](CC)CC)C. (5) The reactants are [CH2:1]([O:8][C:9]1[CH:10]=[CH:11][C:12]([C:20](=[O:23])[CH2:21][Br:22])=[C:13]2[C:18]=1[NH:17][C:16](=[O:19])[CH:15]=[CH:14]2)[C:2]1[CH:7]=[CH:6][CH:5]=[CH:4][CH:3]=1.O1CCCC1.B.CO. The catalyst is C1(C)C=CC=CC=1. The product is [CH2:1]([O:8][C:9]1[CH:10]=[CH:11][C:12]([C@@H:20]([OH:23])[CH2:21][Br:22])=[C:13]2[C:18]=1[NH:17][C:16](=[O:19])[CH:15]=[CH:14]2)[C:2]1[CH:3]=[CH:4][CH:5]=[CH:6][CH:7]=1. The yield is 0.810. (6) The yield is 0.970. The catalyst is C1(C)C=CC=CC=1.O. The reactants are [CH:1]1([NH2:7])[CH2:6][CH2:5][CH2:4][CH2:3][CH2:2]1.C([O:10][C:11]([C:13]1[C:14](=[O:26])[N:15]([CH3:25])[C:16]2[C:21]([C:22]=1[OH:23])=[CH:20][C:19]([F:24])=[CH:18][CH:17]=2)=O)C. The product is [CH:1]1([NH:7][C:11]([C:13]2[C:14](=[O:26])[N:15]([CH3:25])[C:16]3[C:21]([C:22]=2[OH:23])=[CH:20][C:19]([F:24])=[CH:18][CH:17]=3)=[O:10])[CH2:6][CH2:5][CH2:4][CH2:3][CH2:2]1. (7) The reactants are [Cl:1][C:2]1[CH:7]=[CH:6][C:5]([C:8]23[CH:13]([CH:14]=O)[CH:12]2[CH2:11][N:10]([C:16]([O:18][C:19]([CH3:22])([CH3:21])[CH3:20])=[O:17])[CH2:9]3)=[CH:4][CH:3]=1.C1(=O)NC(=O)C=C1.ClC1C=CC(N)=CC=1.N1C=CC=CC=1.Cl.[CH3:45][O:46][NH2:47]. The catalyst is C(O)C. The product is [Cl:1][C:2]1[CH:3]=[CH:4][C:5]([C:8]23[CH:13]([CH:14]=[N:47][O:46][CH3:45])[CH:12]2[CH2:11][N:10]([C:16]([O:18][C:19]([CH3:20])([CH3:22])[CH3:21])=[O:17])[CH2:9]3)=[CH:6][CH:7]=1. The yield is 0.630. (8) The reactants are [NH2:1][CH:2]([CH2:13][O:14][CH:15]([F:17])[F:16])[C:3]([NH:5][CH2:6][C:7]1[CH:12]=[CH:11][CH:10]=[CH:9][CH:8]=1)=[O:4].C(N(CC)CC)C.[C:25](OC(=O)C)(=[O:27])[CH3:26]. The catalyst is C1COCC1.C(OCC)(=O)C. The product is [C:25]([NH:1][CH:2]([CH2:13][O:14][CH:15]([F:16])[F:17])[C:3]([NH:5][CH2:6][C:7]1[CH:12]=[CH:11][CH:10]=[CH:9][CH:8]=1)=[O:4])(=[O:27])[CH3:26]. The yield is 0.590. (9) The reactants are [Br:1][C:2]1[CH:3]=[CH:4][C:5]([C:8]([N:10]2[CH2:15][CH2:14][C:13](=[O:16])[CH2:12][CH2:11]2)=[O:9])=[N:6][CH:7]=1.[CH3:17][Mg]Br. The catalyst is C1COCC1. The product is [Br:1][C:2]1[CH:3]=[CH:4][C:5]([C:8]([N:10]2[CH2:11][CH2:12][C:13]([OH:16])([CH3:17])[CH2:14][CH2:15]2)=[O:9])=[N:6][CH:7]=1. The yield is 0.250. (10) The reactants are [Br:1][C:2]1[CH:3]=[C:4]([N+:13]([O-])=O)[C:5]([CH3:12])=[C:6]([CH:11]=1)[C:7]([O:9][CH3:10])=[O:8].[CH3:16]N(C(OC)OC)C. The catalyst is CN(C=O)C.C(O)(=O)C.C(O)C.[Fe]. The product is [Br:1][C:2]1[CH:11]=[C:6]([C:7]([O:9][CH3:10])=[O:8])[C:5]2[CH:12]=[CH:16][NH:13][C:4]=2[CH:3]=1. The yield is 0.860.